Dataset: Full USPTO retrosynthesis dataset with 1.9M reactions from patents (1976-2016). Task: Predict the reactants needed to synthesize the given product. (1) Given the product [C:34]([C:2]1[CH:3]=[CH:4][C:5]([F:33])=[C:6]([C@:8]23[CH2:17][O:16][C@@H:15]([C:18]4[CH:19]=[N:20][N:21]([CH3:23])[CH:22]=4)[CH2:14][C@H:13]2[CH2:12][S:11][C:10]([NH:24][C:25](=[O:32])[C:26]2[CH:27]=[CH:28][CH:29]=[CH:30][CH:31]=2)=[N:9]3)[CH:7]=1)#[N:35], predict the reactants needed to synthesize it. The reactants are: Br[C:2]1[CH:3]=[CH:4][C:5]([F:33])=[C:6]([C@:8]23[CH2:17][O:16][C@@H:15]([C:18]4[CH:19]=[N:20][N:21]([CH3:23])[CH:22]=4)[CH2:14][C@H:13]2[CH2:12][S:11][C:10]([NH:24][C:25](=[O:32])[C:26]2[CH:31]=[CH:30][CH:29]=[CH:28][CH:27]=2)=[N:9]3)[CH:7]=1.[C:34](C1C=CC(F)=C([C@]23CO[C@@H](C4ON=C(C)C=4)C[C@H]2CSC(NC(=O)C2C=CC=CC=2)=N3)C=1)#[N:35]. (2) Given the product [Br:16][C:2]1[CH:3]=[CH:4][C:5]2[NH:6][C:7](=[O:15])[C:8]3[C:13](=[CH:12][CH:11]=[CH:10][CH:9]=3)[C:14]=2[CH:1]=1, predict the reactants needed to synthesize it. The reactants are: [CH:1]1[C:14]2[C:13]3[C:8](=[CH:9][CH:10]=[CH:11][CH:12]=3)[C:7](=[O:15])[NH:6][C:5]=2[CH:4]=[CH:3][CH:2]=1.[Br:16]Br.